From a dataset of Catalyst prediction with 721,799 reactions and 888 catalyst types from USPTO. Predict which catalyst facilitates the given reaction. (1) Reactant: [H-].[Na+].[C:3]([O:7][C:8]([N:10]1[CH2:15][CH2:14][N:13]([C:16]2[C:17]([O:22][CH2:23][CH2:24][OH:25])=[N:18][CH:19]=[CH:20][N:21]=2)[CH2:12][CH2:11]1)=[O:9])([CH3:6])([CH3:5])[CH3:4].[Cl:26][C:27]1[C:32](Cl)=[N:31][CH:30]=[CH:29][N:28]=1.O. Product: [Cl:26][C:27]1[C:32]([O:25][CH2:24][CH2:23][O:22][C:17]2[C:16]([N:13]3[CH2:14][CH2:15][N:10]([C:8]([O:7][C:3]([CH3:6])([CH3:5])[CH3:4])=[O:9])[CH2:11][CH2:12]3)=[N:21][CH:20]=[CH:19][N:18]=2)=[N:31][CH:30]=[CH:29][N:28]=1. The catalyst class is: 12. (2) Reactant: C(=O)([O-])[O-].[K+].[K+].[CH2:7](Br)[C:8]#[CH:9].[CH3:11][O:12][CH2:13][CH2:14][NH:15][CH2:16][C:17]1[CH:22]=[CH:21][C:20]([S:23][C:24]([CH3:33])([CH3:32])[C:25]([O:27][C:28]([CH3:31])([CH3:30])[CH3:29])=[O:26])=[CH:19][CH:18]=1.O. Product: [CH3:11][O:12][CH2:13][CH2:14][N:15]([CH2:16][C:17]1[CH:22]=[CH:21][C:20]([S:23][C:24]([CH3:33])([CH3:32])[C:25]([O:27][C:28]([CH3:31])([CH3:30])[CH3:29])=[O:26])=[CH:19][CH:18]=1)[CH2:7][C:8]#[CH:9]. The catalyst class is: 3. (3) The catalyst class is: 3. Reactant: [C:1]1([S:7]([NH:10][CH2:11][CH2:12][CH2:13][CH2:14][C:15]([OH:17])=O)(=[O:9])=[O:8])[CH:6]=[CH:5][CH:4]=[CH:3][CH:2]=1.Cl.CN(C)CCCN=C=NCC.O.[OH:31][N:32]1C2C=CC=CC=2N=N1.O(N)C1CCCCO1.C12(CS(O)(=O)=O)C(C)(C)C(CC1)CC2=O. Product: [OH:31][NH:32][C:15](=[O:17])[CH2:14][CH2:13][CH2:12][CH2:11][NH:10][S:7]([C:1]1[CH:6]=[CH:5][CH:4]=[CH:3][CH:2]=1)(=[O:9])=[O:8]. (4) Reactant: F[C:2]1[N:7]2[CH:8]=[C:9]([CH2:11][N:12]3[C@H:26]4[C@H:16]([CH2:17][CH2:18][CH2:19][C:20]5[C:21]4=[N:22][CH:23]=[CH:24][CH:25]=5)[CH2:15][CH2:14][CH2:13]3)[N:10]=[C:6]2[CH:5]=[CH:4][CH:3]=1.[CH3:27][N:28]1[CH2:33][CH2:32][NH:31][CH2:30][CH2:29]1. Product: [CH3:27][N:28]1[CH2:33][CH2:32][N:31]([C:2]2[N:7]3[CH:8]=[C:9]([CH2:11][N:12]4[C@H:26]5[C@H:16]([CH2:17][CH2:18][CH2:19][C:20]6[C:21]5=[N:22][CH:23]=[CH:24][CH:25]=6)[CH2:15][CH2:14][CH2:13]4)[N:10]=[C:6]3[CH:5]=[CH:4][CH:3]=2)[CH2:30][CH2:29]1. The catalyst class is: 170. (5) Reactant: C[O-].[Na+].CO.[C:6]12([C:16]3[CH:36]=[CH:35][C:19]([C:20]([CH2:22][O:23][C:24]4[CH:25]=[C:26]([CH:31]=[CH:32][C:33]=4[I:34])[C:27]([O:29][CH3:30])=[O:28])=O)=[CH:18][C:17]=3[O:37][CH3:38])[CH2:15][CH:10]3[CH2:11][CH:12]([CH2:14][CH:8]([CH2:9]3)[CH2:7]1)[CH2:13]2.[Br-].[CH3:40]P(C1C=CC=CC=1)(C1C=CC=CC=1)C1C=CC=CC=1. Product: [I:34][C:33]1[CH:32]=[CH:31][C:26]([C:27]([O:29][CH3:30])=[O:28])=[CH:25][C:24]=1[O:23][CH:22]=[C:20]([C:19]1[CH:35]=[CH:36][C:16]([C:6]23[CH2:13][CH:12]4[CH2:14][CH:8]([CH2:9][CH:10]([CH2:11]4)[CH2:15]2)[CH2:7]3)=[C:17]([O:37][CH3:38])[CH:18]=1)[CH3:40]. The catalyst class is: 1.